Task: Predict the reaction yield, written as a fraction of the theoretical maximum amount of product (1.0 means a 100% yield; for example, 0.34 means a 34% yield).. Dataset: Reaction yield outcomes from USPTO patents with 853,638 reactions (1) The reactants are [Cl:1][CH2:2][CH2:3][CH2:4][CH2:5][CH2:6][CH2:7][C:8]#[CH:9].[CH:10](OCC)([O:14][CH2:15][CH3:16])[O:11][CH2:12][CH3:13].C(O)(=O)C.[Cl-].[NH4+]. The catalyst is C1(C)C=CC=CC=1.O. The product is [Cl:1][CH2:2][CH2:3][CH2:4][CH2:5][CH2:6][CH2:7][C:8]#[C:9][CH:10]([O:14][CH2:15][CH3:16])[O:11][CH2:12][CH3:13]. The yield is 0.753. (2) The reactants are [F:1][C:2]1[CH:7]=[CH:6][C:5]([C:8]2[N:13]=[C:12]3[CH:14]=[CH:15][S:16][C:11]3=[C:10](O)[CH:9]=2)=[CH:4][CH:3]=1.P(Cl)(Cl)([Cl:20])=O. No catalyst specified. The product is [Cl:20][C:10]1[CH:9]=[C:8]([C:5]2[CH:6]=[CH:7][C:2]([F:1])=[CH:3][CH:4]=2)[N:13]=[C:12]2[CH:14]=[CH:15][S:16][C:11]=12. The yield is 0.880. (3) The reactants are [CH3:1][C:2]1[N:3]=[C:4]([NH:7][C:8]2[CH:13]=[C:12]([O:14][C:15]3[CH:16]=[C:17]([CH:21]=[CH:22][CH:23]=3)[C:18]([OH:20])=O)[CH:11]=[CH:10][N:9]=2)[S:5][CH:6]=1.C(N(CC)CC)C.C([Cl:36])(=O)OCC.[CH:37]([NH:40][CH2:41][CH2:42][NH2:43])([CH3:39])[CH3:38]. The catalyst is C1COCC1. The product is [ClH:36].[ClH:36].[CH:37]([NH:40][CH2:41][CH2:42][NH:43][C:18](=[O:20])[C:17]1[CH:21]=[CH:22][CH:23]=[C:15]([O:14][C:12]2[CH:11]=[CH:10][N:9]=[C:8]([NH:7][C:4]3[S:5][CH:6]=[C:2]([CH3:1])[N:3]=3)[CH:13]=2)[CH:16]=1)([CH3:39])[CH3:38]. The yield is 0.396. (4) The reactants are [Cl:1][C:2]1[CH:22]=[C:21]([Cl:23])[CH:20]=[CH:19][C:3]=1[CH2:4][N:5]1[C:9]([CH2:10][CH2:11][C:12]([OH:14])=O)=[CH:8][C:7]([O:15][CH:16]([CH3:18])[CH3:17])=[N:6]1.[CH2:24]([S:29]([NH2:32])(=[O:31])=[O:30])[CH2:25][CH2:26][CH2:27][CH3:28].N12CCCN=C1CCCCC2. The catalyst is O1CCCC1. The product is [Cl:1][C:2]1[CH:22]=[C:21]([Cl:23])[CH:20]=[CH:19][C:3]=1[CH2:4][N:5]1[C:9]([CH2:10][CH2:11][C:12]([NH:32][S:29]([CH2:24][CH2:25][CH2:26][CH2:27][CH3:28])(=[O:31])=[O:30])=[O:14])=[CH:8][C:7]([O:15][CH:16]([CH3:18])[CH3:17])=[N:6]1. The yield is 0.660. (5) The reactants are [C:1]([C:4]1[S:5][C:6](Cl)=[CH:7][CH:8]=1)(=O)C.[Cl:10][C:11]1[S:15][C:14]([C:16]([CH2:18][C:19]#[N:20])=[O:17])=[CH:13][CH:12]=1.[CH2:21]([N:28]1CCC(=O)CC1)[C:22]1[CH:27]=[CH:26][CH:25]=[CH:24][CH:23]=1.N1CCOCC1.[S]. No catalyst specified. The product is [NH2:20][C:19]1[S:5][C:4]2[CH2:1][N:28]([CH2:21][C:22]3[CH:27]=[CH:26][CH:25]=[CH:24][CH:23]=3)[CH2:6][CH2:7][C:8]=2[C:18]=1[C:16]([C:14]1[S:15][C:11]([Cl:10])=[CH:12][CH:13]=1)=[O:17]. The yield is 0.630. (6) The reactants are [NH:1]1[C:9]2[C:4](=[CH:5][CH:6]=[N:7][CH:8]=2)[CH:3]=[CH:2]1.[Cl:10][C:11]1[CH:16]=[CH:15][C:14](I)=[CH:13][CH:12]=1.CN(C)CCN.[O-]P([O-])([O-])=O.[K+].[K+].[K+]. The catalyst is CN(C=O)C.[Cu]I. The product is [Cl:10][C:11]1[CH:16]=[CH:15][C:14]([N:1]2[C:9]3=[CH:8][N:7]=[CH:6][CH:5]=[C:4]3[CH:3]=[CH:2]2)=[CH:13][CH:12]=1. The yield is 0.886. (7) The reactants are [CH2:1]([C@H:8]([NH:20][C:21](=[O:31])[O:22][C@@H:23]1[C@H:30]2[C@H:26]([O:27][CH2:28][CH2:29]2)[O:25][CH2:24]1)[C@H:9]([OH:19])[CH2:10][NH:11][O:12][CH:13]1[CH2:18][CH2:17][CH2:16][CH2:15][CH2:14]1)[C:2]1[CH:7]=[CH:6][CH:5]=[CH:4][CH:3]=1.[O:32]1[C:36]2[CH:37]=[CH:38][C:39]([S:41](Cl)(=[O:43])=[O:42])=[CH:40][C:35]=2[O:34][CH2:33]1.C(N(C(C)C)CC)(C)C. The catalyst is O1CCCC1.CN(C1C=CC=CN=1)C. The product is [O:32]1[C:36]2[CH:37]=[CH:38][C:39]([S:41]([N:11]([O:12][CH:13]3[CH2:14][CH2:15][CH2:16][CH2:17][CH2:18]3)[CH2:10][C@@H:9]([OH:19])[C@@H:8]([NH:20][C:21](=[O:31])[O:22][C@@H:23]3[C@H:30]4[C@H:26]([O:27][CH2:28][CH2:29]4)[O:25][CH2:24]3)[CH2:1][C:2]3[CH:3]=[CH:4][CH:5]=[CH:6][CH:7]=3)(=[O:42])=[O:43])=[CH:40][C:35]=2[O:34][CH2:33]1. The yield is 0.870. (8) The reactants are [CH3:1][N:2]([CH3:40])[CH2:3][CH:4]([O:7][CH:8]([O:12][C@H:13]1[CH2:37][CH2:36][C@@:35]2([CH3:38])[C:15](=[CH:16][CH2:17][C@@H:18]3[C@@H:34]2[CH2:33][CH2:32][C@@:31]2([CH3:39])[C@H:19]3[CH2:20][CH2:21][C@@H:22]2[C@H:23]([CH3:30])[CH2:24][CH2:25][CH2:26][CH:27]([CH3:29])[CH3:28])[CH2:14]1)[CH2:9][CH2:10][CH3:11])[CH2:5][OH:6].[H-].[Na+].S(O[CH2:48][CH2:49][CH2:50][CH2:51][CH2:52][CH2:53][CH2:54][CH2:55]/[CH:56]=[CH:57]\[CH2:58]/[CH:59]=[CH:60]\[CH2:61][CH2:62][CH2:63][CH2:64][CH3:65])(=O)(=O)C. The catalyst is C1(C)C=CC=CC=1. The product is [CH3:40][N:2]([CH3:1])[CH2:3][CH:4]([O:7][CH:8]([O:12][C@H:13]1[CH2:37][CH2:36][C@@:35]2([CH3:38])[C:15](=[CH:16][CH2:17][C@@H:18]3[C@@H:34]2[CH2:33][CH2:32][C@@:31]2([CH3:39])[C@H:19]3[CH2:20][CH2:21][C@@H:22]2[C@H:23]([CH3:30])[CH2:24][CH2:25][CH2:26][CH:27]([CH3:28])[CH3:29])[CH2:14]1)[CH2:9][CH2:10][CH3:11])[CH2:5][O:6][CH2:48][CH2:49][CH2:50][CH2:51][CH2:52][CH2:53][CH2:54][CH2:55]/[CH:56]=[CH:57]\[CH2:58]/[CH:59]=[CH:60]\[CH2:61][CH2:62][CH2:63][CH2:64][CH3:65]. The yield is 0.810. (9) The reactants are [Br:1][C:2]1[C:7]([N+:8]([O-])=O)=[CH:6][CH:5]=[CH:4][C:3]=1[F:11].[BH4-].[Na+].O. The catalyst is CO.Cl[Ni]Cl. The product is [Br:1][C:2]1[C:3]([F:11])=[CH:4][CH:5]=[CH:6][C:7]=1[NH2:8]. The yield is 0.700. (10) The reactants are C([SiH](CC)CC)C.[CH3:8][O:9][C:10]([CH:12]1[C:21](=O)[C:20]2[C:15](=[CH:16][C:17]([O:23][CH3:24])=[CH:18][CH:19]=2)[CH2:14][S:13]1)=[O:11]. The catalyst is FC(F)(F)C(O)=O. The product is [CH3:8][O:9][C:10]([CH:12]1[CH2:21][C:20]2[C:15](=[CH:16][C:17]([O:23][CH3:24])=[CH:18][CH:19]=2)[CH2:14][S:13]1)=[O:11]. The yield is 0.700.